This data is from TCR-epitope binding with 47,182 pairs between 192 epitopes and 23,139 TCRs. The task is: Binary Classification. Given a T-cell receptor sequence (or CDR3 region) and an epitope sequence, predict whether binding occurs between them. (1) The epitope is KLSYGIATV. The TCR CDR3 sequence is CASSEQGFAFF. Result: 1 (the TCR binds to the epitope). (2) The epitope is SLFNTVATLY. The TCR CDR3 sequence is CASSYDVGTAYNEQFF. Result: 0 (the TCR does not bind to the epitope). (3) The epitope is PKYVKQNTLKLAT. The TCR CDR3 sequence is CASSRGPSSEQYF. Result: 1 (the TCR binds to the epitope). (4) The epitope is LLWNGPMAV. The TCR CDR3 sequence is CASSGQGGYEQYF. Result: 1 (the TCR binds to the epitope).